Dataset: Reaction yield outcomes from USPTO patents with 853,638 reactions. Task: Predict the reaction yield, written as a fraction of the theoretical maximum amount of product (1.0 means a 100% yield; for example, 0.34 means a 34% yield). The reactants are [CH2:1]([Li])[CH2:2]CC.C([Zn]C=C)=C.II.[Cl:13][C:14]1[CH:15]=[C:16]2[C:21](=[CH:22][CH:23]=1)[C@@:20]1([CH2:29][O:28][C:27]3[CH:30]=[CH:31][C:32]([C:34]([O:36][CH3:37])=[O:35])=[CH:33][C:26]=3[N:25]([CH2:38][C@@H:39]3[CH2:42][CH2:41][C@H:40]3[CH:43]=[O:44])[CH2:24]1)[CH2:19][CH2:18][CH2:17]2.C(O)(=O)CC(CC(O)=O)(C(O)=O)O. The catalyst is C1(C)C=CC=CC=1. The product is [CH3:37][O:36][C:34]([C:32]1[CH:31]=[CH:30][C:27]2[O:28][CH2:29][C@:20]3([CH2:24][N:25]([CH2:38][C@@H:39]4[CH2:42][CH2:41][C@H:40]4[C@@H:43]([OH:44])[CH:1]=[CH2:2])[C:26]=2[CH:33]=1)[C:21]1[C:16](=[CH:15][C:14]([Cl:13])=[CH:23][CH:22]=1)[CH2:17][CH2:18][CH2:19]3)=[O:35]. The yield is 0.840.